Dataset: Catalyst prediction with 721,799 reactions and 888 catalyst types from USPTO. Task: Predict which catalyst facilitates the given reaction. Reactant: [NH2:1][C:2]1[CH:7]=[C:6]([Br:8])[CH:5]=[CH:4][C:3]=1[NH:9][C:10]([C@@H:12]1[C@@H:17]2[CH2:18][C@@H:14]([CH2:15][CH2:16]2)[N:13]1[C:19]([O:21][C:22]([CH3:25])([CH3:24])[CH3:23])=[O:20])=O. Product: [Br:8][C:6]1[CH:5]=[CH:4][C:3]2[N:9]=[C:10]([C@@H:12]3[C@@H:17]4[CH2:18][C@@H:14]([CH2:15][CH2:16]4)[N:13]3[C:19]([O:21][C:22]([CH3:25])([CH3:24])[CH3:23])=[O:20])[NH:1][C:2]=2[CH:7]=1. The catalyst class is: 8.